Task: Predict the product of the given reaction.. Dataset: Forward reaction prediction with 1.9M reactions from USPTO patents (1976-2016) (1) Given the reactants C1C=CC(P(C2C=CC=CC=2)C2C=CC=CC=2)=CC=1.II.[CH2:22]([O:29][N:30]1[C:36](=[O:37])[N:35]2[CH2:38][C@H:31]1[CH2:32][CH2:33][C@H:34]2[C:39]([NH:41][NH:42][C:43](=O)[CH2:44][C:45]1([NH:48][C:49](=[O:55])[O:50][C:51]([CH3:54])([CH3:53])[CH3:52])[CH2:47][CH2:46]1)=[O:40])[C:23]1[CH:28]=[CH:27][CH:26]=[CH:25][CH:24]=1, predict the reaction product. The product is: [CH2:22]([O:29][N:30]1[C:36](=[O:37])[N:35]2[CH2:38][C@H:31]1[CH2:32][CH2:33][C@H:34]2[C:39]1[O:40][C:43]([CH2:44][C:45]2([NH:48][C:49](=[O:55])[O:50][C:51]([CH3:52])([CH3:53])[CH3:54])[CH2:47][CH2:46]2)=[N:42][N:41]=1)[C:23]1[CH:28]=[CH:27][CH:26]=[CH:25][CH:24]=1. (2) Given the reactants Cl.Cl.[C:3]([C:7]1[CH:12]=[CH:11][CH:10]=[CH:9][C:8]=1[N:13]1[CH2:18][CH2:17][NH:16][CH2:15][CH2:14]1)([CH3:6])([CH3:5])[CH3:4].[Br:19][C:20]1[CH:28]=[CH:27][C:23]([C:24](Cl)=[O:25])=[CH:22][CH:21]=1.C(N(CC)CC)C.O, predict the reaction product. The product is: [Br:19][C:20]1[CH:28]=[CH:27][C:23]([C:24]([N:16]2[CH2:17][CH2:18][N:13]([C:8]3[CH:9]=[CH:10][CH:11]=[CH:12][C:7]=3[C:3]([CH3:6])([CH3:4])[CH3:5])[CH2:14][CH2:15]2)=[O:25])=[CH:22][CH:21]=1. (3) Given the reactants [CH2:1]1[CH:6]2[O:7][C:8]3[CH:13]=[CH:12][CH:11]=[CH:10][C:9]=3[CH:5]2[CH2:4][CH2:3][N:2]1[C:14](=[O:16])[CH3:15].S(Cl)(Cl)=O.[Cl:21][S:22](O)(=[O:24])=[O:23].C(=O)([O-])[O-].[Na+].[Na+], predict the reaction product. The product is: [C:14]([N:2]1[CH2:3][CH2:4][CH:5]2[C:9]3[CH:10]=[C:11]([S:22]([Cl:21])(=[O:24])=[O:23])[CH:12]=[CH:13][C:8]=3[O:7][CH:6]2[CH2:1]1)(=[O:16])[CH3:15]. (4) Given the reactants Cl[C:2]([F:11])([F:10])[C:3]1[CH:8]=[CH:7][N:6]=[C:5]([NH2:9])[CH:4]=1.[CH3:12][OH:13], predict the reaction product. The product is: [F:10][C:2]([F:11])([O:13][CH3:12])[C:3]1[CH:8]=[CH:7][N:6]=[C:5]([NH2:9])[CH:4]=1. (5) Given the reactants [C:1]([O:20][CH2:21][C:22]([NH:24][NH:25][C:26]([NH2:28])=[O:27])=O)([C:14]1[CH:19]=[CH:18][CH:17]=[CH:16][CH:15]=1)([C:8]1[CH:13]=[CH:12][CH:11]=[CH:10][CH:9]=1)[C:2]1[CH:7]=[CH:6][CH:5]=[CH:4][CH:3]=1.[N-]=C=O, predict the reaction product. The product is: [CH2:9]([N:28]1[C:26](=[O:27])[NH:25][N:24]=[C:22]1[CH2:21][O:20][C:1]([C:14]1[CH:19]=[CH:18][CH:17]=[CH:16][CH:15]=1)([C:2]1[CH:7]=[CH:6][CH:5]=[CH:4][CH:3]=1)[C:8]1[CH:9]=[CH:10][CH:11]=[CH:12][CH:13]=1)[CH2:8][CH2:1][CH2:2][CH2:3][CH2:4][CH3:5]. (6) Given the reactants [C:1]1([C:7]2[O:8][C:9]([C:15]([F:18])([F:17])[F:16])=[C:10]([C:12]([OH:14])=O)[N:11]=2)[CH:6]=[CH:5][CH:4]=[CH:3][CH:2]=1.[NH2:19][C:20]1[CH:21]=[CH:22][C:23]([N:26]([CH3:31])[C:27](=[O:30])[CH2:28][CH3:29])=[N:24][CH:25]=1, predict the reaction product. The product is: [CH3:31][N:26]([C:27](=[O:30])[CH2:28][CH3:29])[C:23]1[N:24]=[CH:25][C:20]([NH:19][C:12]([C:10]2[N:11]=[C:7]([C:1]3[CH:2]=[CH:3][CH:4]=[CH:5][CH:6]=3)[O:8][C:9]=2[C:15]([F:18])([F:17])[F:16])=[O:14])=[CH:21][CH:22]=1.